This data is from Catalyst prediction with 721,799 reactions and 888 catalyst types from USPTO. The task is: Predict which catalyst facilitates the given reaction. (1) Reactant: [NH2:1][C:2]1[C:10]([OH:11])=[CH:9][CH:8]=[CH:7][C:3]=1[C:4]([OH:6])=O.CCN=C=NCCCN(C)C.OC1C2N=NNC=2C=CC=1.[F:33][C:34]([F:50])([F:49])[C:35]1[CH:40]=[CH:39][C:38]([CH2:41][NH2:42])=[C:37]([N:43]2[CH2:48][CH2:47][CH2:46][CH2:45][CH2:44]2)[CH:36]=1. Product: [F:49][C:34]([F:33])([F:50])[C:35]1[CH:40]=[CH:39][C:38]([CH2:41][NH:42][C:4](=[O:6])[C:3]2[CH:7]=[CH:8][CH:9]=[C:10]([OH:11])[C:2]=2[NH2:1])=[C:37]([N:43]2[CH2:48][CH2:47][CH2:46][CH2:45][CH2:44]2)[CH:36]=1. The catalyst class is: 3. (2) Reactant: [OH-].[Na+].[NH2:3][S:4]([C:7]1[CH:12]=[CH:11][C:10]([CH2:13][NH:14][C:15]([C:17]2[CH:18]=[N:19][C:20]3[C:25]([C:26]=2[NH:27][C:28]2[CH:29]=[C:30]([CH:36]=[CH:37][CH:38]=2)[C:31]([O:33]CC)=[O:32])=[CH:24][CH:23]=[C:22]([C:39]2[C:40]([CH3:45])=[N:41][O:42][C:43]=2[CH3:44])[CH:21]=3)=[O:16])=[CH:9][CH:8]=1)(=[O:6])=[O:5]. Product: [NH2:3][S:4]([C:7]1[CH:12]=[CH:11][C:10]([CH2:13][NH:14][C:15]([C:17]2[CH:18]=[N:19][C:20]3[C:25]([C:26]=2[NH:27][C:28]2[CH:29]=[C:30]([CH:36]=[CH:37][CH:38]=2)[C:31]([OH:33])=[O:32])=[CH:24][CH:23]=[C:22]([C:39]2[C:40]([CH3:45])=[N:41][O:42][C:43]=2[CH3:44])[CH:21]=3)=[O:16])=[CH:9][CH:8]=1)(=[O:6])=[O:5]. The catalyst class is: 8.